From a dataset of Reaction yield outcomes from USPTO patents with 853,638 reactions. Predict the reaction yield, written as a fraction of the theoretical maximum amount of product (1.0 means a 100% yield; for example, 0.34 means a 34% yield). (1) The reactants are Br[C:2]1[CH:7]=[CH:6][CH:5]=[CH:4][C:3]=1[C:8]1[N:12]([S:13]([C:16]2[CH:17]=[N:18][CH:19]=[CH:20][CH:21]=2)(=[O:15])=[O:14])[CH:11]=[C:10]([CH:22]=[O:23])[CH:9]=1.O.[CH3:25][N:26](C)C=O. The catalyst is [C-]#N.[Zn+2].[C-]#N.C1C=CC([P]([Pd]([P](C2C=CC=CC=2)(C2C=CC=CC=2)C2C=CC=CC=2)([P](C2C=CC=CC=2)(C2C=CC=CC=2)C2C=CC=CC=2)[P](C2C=CC=CC=2)(C2C=CC=CC=2)C2C=CC=CC=2)(C2C=CC=CC=2)C2C=CC=CC=2)=CC=1. The product is [CH:22]([C:10]1[CH:9]=[C:8]([C:3]2[CH:4]=[CH:5][CH:6]=[CH:7][C:2]=2[C:25]#[N:26])[N:12]([S:13]([C:16]2[CH:17]=[N:18][CH:19]=[CH:20][CH:21]=2)(=[O:15])=[O:14])[CH:11]=1)=[O:23]. The yield is 0.630. (2) The reactants are [CH3:1][C:2]1[C:7]([C:8]([OH:10])=O)=[C:6]([SH:11])[CH:5]=[CH:4][CH:3]=1.[C:12]([C:14]1[CH:19]=[CH:18][CH:17]=[CH:16][N:15]=1)#[N:13]. The catalyst is N1C=CC=CC=1. The product is [CH3:1][C:2]1[C:7]2[C:8](=[O:10])[N:13]=[C:12]([C:14]3[CH:19]=[CH:18][CH:17]=[CH:16][N:15]=3)[S:11][C:6]=2[CH:5]=[CH:4][CH:3]=1. The yield is 0.200. (3) The reactants are [H-].[Na+].[Br:3][C:4]1[CH:5]=[C:6]([CH2:11][C:12]#[N:13])[CH:7]=[C:8]([Br:10])[CH:9]=1.Br[CH2:15][CH2:16]Br.O. The catalyst is CS(C)=O. The product is [Br:3][C:4]1[CH:5]=[C:6]([C:11]2([C:12]#[N:13])[CH2:16][CH2:15]2)[CH:7]=[C:8]([Br:10])[CH:9]=1. The yield is 0.830. (4) The reactants are Br[C:2]1[CH:3]=[CH:4][CH:5]=[C:6]2[C:11]=1[N:10]=[C:9]([Cl:12])[N:8]=[C:7]2[N:13]1[CH2:18][CH2:17][O:16][CH2:15][CH2:14]1.[OH:19][C:20]1[CH:21]=[C:22](B(O)O)[CH:23]=[CH:24][CH:25]=1.C(=O)([O-])[O-].[Na+].[Na+].CN(C=O)C. The catalyst is Cl[Pd](Cl)([P](C1C=CC=CC=1)(C1C=CC=CC=1)C1C=CC=CC=1)[P](C1C=CC=CC=1)(C1C=CC=CC=1)C1C=CC=CC=1.O. The product is [Cl:12][C:9]1[N:8]=[C:7]([N:13]2[CH2:18][CH2:17][O:16][CH2:15][CH2:14]2)[C:6]2[C:11](=[C:2]([C:24]3[CH:25]=[C:20]([OH:19])[CH:21]=[CH:22][CH:23]=3)[CH:3]=[CH:4][CH:5]=2)[N:10]=1. The yield is 0.460.